Regression. Given two drug SMILES strings and cell line genomic features, predict the synergy score measuring deviation from expected non-interaction effect. From a dataset of NCI-60 drug combinations with 297,098 pairs across 59 cell lines. Drug 1: CS(=O)(=O)C1=CC(=C(C=C1)C(=O)NC2=CC(=C(C=C2)Cl)C3=CC=CC=N3)Cl. Drug 2: C1CCC(C(C1)N)N.C(=O)(C(=O)[O-])[O-].[Pt+4]. Cell line: SW-620. Synergy scores: CSS=40.4, Synergy_ZIP=-2.12, Synergy_Bliss=1.21, Synergy_Loewe=-54.1, Synergy_HSA=-0.703.